Predict the reactants needed to synthesize the given product. From a dataset of Full USPTO retrosynthesis dataset with 1.9M reactions from patents (1976-2016). (1) Given the product [F:44][C:2]([F:1])([F:43])[CH2:3][CH2:4][C@@H:5]([C:20](=[O:42])[NH:21][C@@H:22]1[C:28](=[O:29])[NH:27][C:26]2[C:30]([CH3:34])=[CH:31][CH:32]=[CH:33][C:25]=2[C:24]([C:35]2[CH:40]=[CH:39][CH:38]=[C:37]([F:41])[CH:36]=2)=[N:23]1)[C@H:6]([CH2:14][CH2:15][C:16]([F:17])([F:18])[F:19])[C:7]([OH:9])=[O:8], predict the reactants needed to synthesize it. The reactants are: [F:1][C:2]([F:44])([F:43])[CH2:3][CH2:4][C@@H:5]([C:20](=[O:42])[NH:21][C@@H:22]1[C:28](=[O:29])[NH:27][C:26]2[C:30]([CH3:34])=[CH:31][CH:32]=[CH:33][C:25]=2[C:24]([C:35]2[CH:40]=[CH:39][CH:38]=[C:37]([F:41])[CH:36]=2)=[N:23]1)[C@H:6]([CH2:14][CH2:15][C:16]([F:19])([F:18])[F:17])[C:7]([O:9]C(C)(C)C)=[O:8].C(O)(C(F)(F)F)=O. (2) Given the product [NH2:18][C:8]1[CH:7]=[C:6]([O:5][CH2:4][CH2:3][CH2:2][Cl:1])[C:15]([O:16][CH3:17])=[CH:14][C:9]=1[C:10]([O:12][CH3:13])=[O:11], predict the reactants needed to synthesize it. The reactants are: [Cl:1][CH2:2][CH2:3][CH2:4][O:5][C:6]1[C:15]([O:16][CH3:17])=[CH:14][C:9]([C:10]([O:12][CH3:13])=[O:11])=[C:8]([N+:18]([O-])=O)[CH:7]=1.[Cl-].[NH4+]. (3) Given the product [C:1]([O:5][C:6](=[O:35])[NH:7][C:8]1([C:12]2[CH:17]=[CH:16][C:15]([C:18]3[C:19]([C:29]4[CH:34]=[CH:33][CH:32]=[CH:31][CH:30]=4)=[CH:20][C:21]4[N:22]([C:24]([CH:36]=[CH2:37])=[C:25]([CH3:27])[N:26]=4)[N:23]=3)=[CH:14][CH:13]=2)[CH2:11][CH2:10][CH2:9]1)([CH3:4])([CH3:3])[CH3:2], predict the reactants needed to synthesize it. The reactants are: [C:1]([O:5][C:6](=[O:35])[NH:7][C:8]1([C:12]2[CH:17]=[CH:16][C:15]([C:18]3[C:19]([C:29]4[CH:34]=[CH:33][CH:32]=[CH:31][CH:30]=4)=[CH:20][C:21]4[N:22]([C:24](Br)=[C:25]([CH3:27])[N:26]=4)[N:23]=3)=[CH:14][CH:13]=2)[CH2:11][CH2:10][CH2:9]1)([CH3:4])([CH3:3])[CH3:2].[CH:36](B1OB(C=C)OB(C=C)O1)=[CH2:37].C(=O)([O-])[O-].[K+].[K+].